Dataset: Experimentally validated miRNA-target interactions with 360,000+ pairs, plus equal number of negative samples. Task: Binary Classification. Given a miRNA mature sequence and a target amino acid sequence, predict their likelihood of interaction. The miRNA is hsa-miR-5692a with sequence CAAAUAAUACCACAGUGGGUGU. The protein sequence of the target gene is MAEDWLDCPALGPGWKRREVFRKSGATCGRSDTYYQSPTGDRIRSKVELTRYLGPACDLTLFDFKQGILCYPAPKAHPVAVASKKRKKPSRPAKTRKRQVGPQSGEVRKEAPRDETKADTDTAPASFPAPGCCENCGISFSGDGTQRQRLKTLCKDCRAQRIAFNREQRMFKRVGCGECAACQVTEDCGACSTCLLQLPHDVASGLFCKCERRRCLRIVERSRGCGVCRGCQTQEDCGHCPICLRPPRPGLRRQWKCVQRRCLRGKHARRKGGCDSKMAARRRPGAQPLPPPPPSQSPEP.... Result: 0 (no interaction).